This data is from NCI-60 drug combinations with 297,098 pairs across 59 cell lines. The task is: Regression. Given two drug SMILES strings and cell line genomic features, predict the synergy score measuring deviation from expected non-interaction effect. Synergy scores: CSS=39.7, Synergy_ZIP=-2.43, Synergy_Bliss=-1.31, Synergy_Loewe=-11.2, Synergy_HSA=-0.396. Drug 1: CCC1=CC2CC(C3=C(CN(C2)C1)C4=CC=CC=C4N3)(C5=C(C=C6C(=C5)C78CCN9C7C(C=CC9)(C(C(C8N6C)(C(=O)OC)O)OC(=O)C)CC)OC)C(=O)OC.C(C(C(=O)O)O)(C(=O)O)O. Cell line: SNB-75. Drug 2: CC1=C2C(C(=O)C3(C(CC4C(C3C(C(C2(C)C)(CC1OC(=O)C(C(C5=CC=CC=C5)NC(=O)OC(C)(C)C)O)O)OC(=O)C6=CC=CC=C6)(CO4)OC(=O)C)O)C)O.